From a dataset of Peptide-MHC class I binding affinity with 185,985 pairs from IEDB/IMGT. Regression. Given a peptide amino acid sequence and an MHC pseudo amino acid sequence, predict their binding affinity value. This is MHC class I binding data. (1) The peptide sequence is LAVFPAMFW. The MHC is HLA-B15:01 with pseudo-sequence HLA-B15:01. The binding affinity (normalized) is 0.0847. (2) The peptide sequence is VMLLVHYAI. The MHC is HLA-A32:01 with pseudo-sequence HLA-A32:01. The binding affinity (normalized) is 0.773.